Dataset: Forward reaction prediction with 1.9M reactions from USPTO patents (1976-2016). Task: Predict the product of the given reaction. (1) The product is: [CH:1]1([CH2:4][O:5][C:6]2[C:11]([O:12][CH3:13])=[CH:10][CH:9]=[CH:8][C:7]=2/[CH:14]=[CH:15]/[C:16]2[N:17]=[C:18]3[N:22]([C:23]=2[C:24]([N:27]2[C:36]4[C:31](=[CH:32][CH:33]=[CH:34][CH:35]=4)[CH2:30][CH2:29][CH2:28]2)=[O:26])[CH:21]=[CH:20][S:19]3)[CH2:2][CH2:3]1. Given the reactants [CH:1]1([CH2:4][O:5][C:6]2[C:11]([O:12][CH3:13])=[CH:10][CH:9]=[CH:8][C:7]=2/[CH:14]=[CH:15]/[C:16]2[N:17]=[C:18]3[N:22]([C:23]=2[C:24]([OH:26])=O)[CH:21]=[CH:20][S:19]3)[CH2:3][CH2:2]1.[NH:27]1[C:36]2[C:31](=[CH:32][CH:33]=[CH:34][CH:35]=2)[CH2:30][CH2:29][CH2:28]1.C(N(CC)CC)C, predict the reaction product. (2) Given the reactants Cl.C(OC([N:9]1[CH2:14][CH2:13][N:12]([C:15]2[CH:20]=[CH:19][C:18]([C:21](=[O:35])/[CH:22]=[CH:23]/[C:24]3[CH:25]=[N:26][C:27](/[CH:30]=[CH:31]/[C:32]([OH:34])=O)=[CH:28][CH:29]=3)=[CH:17][CH:16]=2)[CH2:11][CH2:10]1)=O)(C)(C)C.C(Cl)CCl.C1C=CC2[N:48]([OH:49])N=NC=2C=1.NOC1CCCCO1, predict the reaction product. The product is: [OH:49][NH:48][C:32](=[O:34])/[CH:31]=[CH:30]/[C:27]1[CH:28]=[CH:29][C:24](/[CH:23]=[CH:22]/[C:21](=[O:35])[C:18]2[CH:17]=[CH:16][C:15]([N:12]3[CH2:11][CH2:10][NH:9][CH2:14][CH2:13]3)=[CH:20][CH:19]=2)=[CH:25][N:26]=1.